The task is: Predict the reactants needed to synthesize the given product.. This data is from Full USPTO retrosynthesis dataset with 1.9M reactions from patents (1976-2016). (1) Given the product [C:1]([O:5][C:6](=[O:34])[NH:7][C@H:8]([C:26]([N:28]1[CH2:32][CH2:31][C@H:30]([F:33])[CH2:29]1)=[O:27])[C@H:9]([C:11]1[CH:12]=[CH:13][C:14]([OH:35])=[CH:15][CH:16]=1)[CH3:10])([CH3:3])([CH3:4])[CH3:2], predict the reactants needed to synthesize it. The reactants are: [C:1]([O:5][C:6](=[O:34])[NH:7][C@H:8]([C:26]([N:28]1[CH2:32][CH2:31][C@H:30]([F:33])[CH2:29]1)=[O:27])[C@H:9]([C:11]1[CH:16]=[CH:15][C:14](B2OC(C)(C)C(C)(C)O2)=[CH:13][CH:12]=1)[CH3:10])([CH3:4])([CH3:3])[CH3:2].[OH:35]O.[OH-].[Na+].Cl. (2) Given the product [Cl:21][C:22]1[N:27]=[CH:26][C:25]([NH2:28])=[C:24]([C:36]2([CH3:37])[O:18][CH:15]([CH3:14])[CH:16]([CH3:2])[O:17]2)[CH:23]=1, predict the reactants needed to synthesize it. The reactants are: O.[C:2]1(C)C=CC(S(O)(=O)=O)=CC=1.F[C:14](F)(F)[CH:15]([OH:18])[CH2:16][OH:17].[Cl:21][C:22]1[N:27]=[CH:26][C:25]([NH:28]C(=O)OC(C)(C)C)=[C:24]([C:36](=O)[CH2:37]C)[CH:23]=1. (3) Given the product [Cl:53][C:50]1[CH:49]=[CH:48][C:47]([CH:39]([C:36]2[CH:35]=[CH:34][C:33]([Cl:32])=[CH:38][CH:37]=2)[N:40]2[CH2:45][CH2:44][N:43]([C:12]([O:8][CH:3]([C:4]([F:7])([F:6])[F:5])[C:2]([F:10])([F:9])[F:1])=[O:14])[CH2:42][CH:41]2[CH3:46])=[CH:52][CH:51]=1, predict the reactants needed to synthesize it. The reactants are: [F:1][C:2]([F:10])([F:9])[CH:3]([OH:8])[C:4]([F:7])([F:6])[F:5].Cl[C:12](Cl)([O:14]C(=O)OC(Cl)(Cl)Cl)Cl.C(N(CC)C(C)C)(C)C.[Cl:32][C:33]1[CH:38]=[CH:37][C:36]([CH:39]([C:47]2[CH:52]=[CH:51][C:50]([Cl:53])=[CH:49][CH:48]=2)[N:40]2[CH2:45][CH2:44][NH:43][CH2:42][CH:41]2[CH3:46])=[CH:35][CH:34]=1. (4) Given the product [Cl:13][C:14]1[C:15]2[C:16](=[N:20][N:21]([CH2:11][C:8]3[CH:9]=[CH:10][C:4]4[S:3][C:2]([CH3:1])=[N:6][C:5]=4[CH:7]=3)[CH:22]=2)[N:17]=[CH:18][N:19]=1, predict the reactants needed to synthesize it. The reactants are: [CH3:1][C:2]1[S:3][C:4]2[CH:10]=[CH:9][C:8]([CH2:11]O)=[CH:7][C:5]=2[N:6]=1.[Cl:13][C:14]1[N:19]=[CH:18][N:17]=[C:16]2[NH:20][N:21]=[CH:22][C:15]=12.C1(P(C2C=CC=CC=2)C2C=CC=CC=2)C=CC=CC=1.CCOC(/N=N/C(OCC)=O)=O. (5) Given the product [C:6]([C:7]1[S:17][C:16]([NH:15][C:14]([NH2:19])=[NH:13])=[N:18][C:8]=1[CH3:9])(=[O:11])[CH3:5], predict the reactants needed to synthesize it. The reactants are: BrBr.[Br-].[Na+].[CH3:5][C:6](=[O:11])[CH2:7][C:8](=O)[CH3:9].Br.[NH2:13][C:14](=[NH:19])[NH:15][C:16]([NH2:18])=[S:17].